Task: Predict the reactants needed to synthesize the given product.. Dataset: Retrosynthesis with 50K atom-mapped reactions and 10 reaction types from USPTO (1) Given the product CCCCCCCCc1ccc(NC(=O)NC2(CC(=O)OCC)CCNC2)cc1, predict the reactants needed to synthesize it. The reactants are: CCCCCCCCc1ccc(NC(=O)NC2(CC(=O)OCC)CCN(C(=O)OCc3ccccc3)C2)cc1. (2) Given the product CCCOC(=O)[C@H](Cc1ccc(-c2c(C)n(C)c(=O)n(C)c2=O)cc1)NC(=O)c1c(Cl)cc(O)cc1Cl, predict the reactants needed to synthesize it. The reactants are: CCCOC(=O)[C@H](Cc1ccc(-c2c(C)n(C)c(=O)n(C)c2=O)cc1)NC(=O)c1c(Cl)cc(O[Si](C(C)C)(C(C)C)C(C)C)cc1Cl. (3) Given the product CN1CCC(CN(C)c2nc3cc(NC(=O)c4ccc(Oc5ccccc5)cc4)ccc3o2)C1, predict the reactants needed to synthesize it. The reactants are: CN1CCC(CN(C)c2nc3cc(N)ccc3o2)C1.O=C(O)c1ccc(Oc2ccccc2)cc1. (4) Given the product C1CC(N2CCC(Oc3nc4c(s3)CNCC4)CC2)C1, predict the reactants needed to synthesize it. The reactants are: CC(C)(C)OC(=O)N1CCc2nc(OC3CCN(C4CCC4)CC3)sc2C1. (5) Given the product N#Cc1nc(C(=O)NCC[C@H](N)C(=O)O)c(O)c2ccc(Oc3ccccc3)cc12, predict the reactants needed to synthesize it. The reactants are: CC(C)(C)OC(=O)N[C@@H](CCNC(=O)c1nc(C#N)c2cc(Oc3ccccc3)ccc2c1O)C(=O)O.